From a dataset of Reaction yield outcomes from USPTO patents with 853,638 reactions. Predict the reaction yield, written as a fraction of the theoretical maximum amount of product (1.0 means a 100% yield; for example, 0.34 means a 34% yield). (1) The reactants are [ClH:1].C(OC([NH:9][C@H:10]([C:31]([O:33][CH3:34])=[O:32])[CH2:11][C:12]1[CH:17]=[CH:16][C:15]([C:18]2[CH2:19][CH2:20][N:21](C(OC(C)(C)C)=O)[CH2:22][CH:23]=2)=[CH:14][CH:13]=1)=O)(C)(C)C. The catalyst is CO. The product is [ClH:1].[ClH:1].[NH:21]1[CH2:20][CH:19]=[C:18]([C:15]2[CH:16]=[CH:17][C:12]([CH2:11][C@@H:10]([C:31]([O:33][CH3:34])=[O:32])[NH2:9])=[CH:13][CH:14]=2)[CH2:23][CH2:22]1. The yield is 0.610. (2) The reactants are [OH:1][C:2]1[CH:13]=[CH:12][C:5]([C:6](N(OC)C)=[O:7])=[CH:4][N:3]=1.[CH3:14][CH2:15][Mg+].[Br-]. The catalyst is C1COCC1. The product is [OH:1][C:2]1[N:3]=[CH:4][C:5]([C:6](=[O:7])[CH2:14][CH3:15])=[CH:12][CH:13]=1. The yield is 0.480. (3) The catalyst is CCO. The yield is 0.680. The reactants are Br[CH2:2][C:3]([C:5]1[C:10]([CH3:11])=[CH:9][C:8]([O:12][C:13]2[CH:18]=[CH:17][C:16]([O:19][CH3:20])=[CH:15][CH:14]=2)=[CH:7][C:6]=1[CH3:21])=O.[NH2:22][C:23]([NH2:25])=[S:24]. The product is [CH3:20][O:19][C:16]1[CH:17]=[CH:18][C:13]([O:12][C:8]2[CH:9]=[C:10]([CH3:11])[C:5]([C:3]3[N:22]=[C:23]([NH2:25])[S:24][CH:2]=3)=[C:6]([CH3:21])[CH:7]=2)=[CH:14][CH:15]=1. (4) The reactants are [CH3:1][N:2]1[CH2:5][C:4]([CH2:21][C:22]([O:24][CH2:25][CH3:26])=[O:23])([NH:6][S:7]([C:10]2[CH:15]=[CH:14][C:13]([CH2:16][CH2:17][CH2:18][CH2:19][CH3:20])=[CH:12][CH:11]=2)(=[O:9])=[O:8])[CH2:3]1.[CH3:27][I:28]. The catalyst is C(Cl)Cl. The product is [I-:28].[CH2:25]([O:24][C:22](=[O:23])[CH2:21][C:4]1([NH:6][S:7]([C:10]2[CH:11]=[CH:12][C:13]([CH2:16][CH2:17][CH2:18][CH2:19][CH3:20])=[CH:14][CH:15]=2)(=[O:9])=[O:8])[CH2:5][N+:2]([CH3:27])([CH3:1])[CH2:3]1)[CH3:26]. The yield is 0.770. (5) The catalyst is C(O)C. The reactants are [CH3:1][O:2][C:3]1[C:7]([CH2:8][N:9]2C(=O)C3C(=CC=CC=3)C2=O)=[CH:6][N:5]([C:20]2[CH:21]=[N:22][C:23]([C:26]([F:29])([F:28])[F:27])=[N:24][CH:25]=2)[N:4]=1.O.NN. The product is [CH3:1][O:2][C:3]1[C:7]([CH2:8][NH2:9])=[CH:6][N:5]([C:20]2[CH:25]=[N:24][C:23]([C:26]([F:29])([F:27])[F:28])=[N:22][CH:21]=2)[N:4]=1. The yield is 0.690. (6) The reactants are [O:1]=[C:2]1[CH:7]2[CH2:8][CH:4]([CH2:5][CH:6]2[C:9]([OH:11])=[O:10])[O:3]1.[CH3:12]I. The yield is 0.640. The product is [CH3:12][O:10][C:9]([CH:6]1[CH2:5][CH:4]2[CH2:8][CH:7]1[C:2](=[O:1])[O:3]2)=[O:11]. The catalyst is CC(C)=O.[Ag-]=O. (7) The reactants are C([O:3][CH:4](OCC)[CH2:5][CH2:6][C:7]1[CH:8]=[C:9]2[C:14](=[CH:15][CH:16]=1)[N:13]=[CH:12][CH:11]=[CH:10]2)C.Cl. The catalyst is C(OCC)(=O)C. The product is [N:13]1[C:14]2[C:9](=[CH:8][C:7]([CH2:6][CH2:5][CH:4]=[O:3])=[CH:16][CH:15]=2)[CH:10]=[CH:11][CH:12]=1. The yield is 1.00.